Predict which catalyst facilitates the given reaction. From a dataset of Catalyst prediction with 721,799 reactions and 888 catalyst types from USPTO. (1) Reactant: [Br:1][C:2]1[CH:15]=[CH:14][C:13]2[N:12]([S:16]([C:19]3[CH:24]=[CH:23][C:22]([O:25]C)=[CH:21][CH:20]=3)(=[O:18])=[O:17])[CH:11]([CH2:27][CH3:28])[C:10]3[C:5](=[CH:6][CH:7]=[C:8]([F:29])[CH:9]=3)[C:4]=2[CH:3]=1.B(Cl)(Cl)Cl.ClCCl. Product: [Br:1][C:2]1[CH:15]=[CH:14][C:13]2[N:12]([S:16]([C:19]3[CH:24]=[CH:23][C:22]([OH:25])=[CH:21][CH:20]=3)(=[O:18])=[O:17])[CH:11]([CH2:27][CH3:28])[C:10]3[C:5](=[CH:6][CH:7]=[C:8]([F:29])[CH:9]=3)[C:4]=2[CH:3]=1. The catalyst class is: 682. (2) Reactant: C([O:5][C:6](=[O:14])[C:7]1[CH:12]=[CH:11][CH:10]=[C:9](I)[CH:8]=1)(C)(C)C.C1([Mg]Cl)CCCCC1.[NH2:23][C:24]1[N:28]([C:29]2[CH:30]=[C:31]([CH:38]=[CH:39][C:40]=2[CH3:41])[C:32]([NH:34][CH:35]2[CH2:37][CH2:36]2)=[O:33])[CH:27]=[N:26][C:25]=1[C:42]#N.Cl.C([O-])([O-])=[O:46].[K+].[K+]. Product: [NH2:23][C:24]1[N:28]([C:29]2[CH:30]=[C:31]([C:32](=[O:33])[NH:34][CH:35]3[CH2:37][CH2:36]3)[CH:38]=[CH:39][C:40]=2[CH3:41])[CH:27]=[N:26][C:25]=1[C:42]([C:9]1[CH:8]=[C:7]([CH:12]=[CH:11][CH:10]=1)[C:6]([OH:5])=[O:14])=[O:46]. The catalyst class is: 1. (3) Reactant: [N:1]1([C:7]2[N:8]=[C:9]3[NH:17][C@H:16]([C:18]([F:21])([F:20])[F:19])[CH2:15][CH2:14][N:10]3[C:11](=[O:13])[CH:12]=2)[CH2:6][CH2:5][O:4][CH2:3][CH2:2]1.Cl[CH2:23][C:24]1[CH:29]=[CH:28][CH:27]=[C:26]([O:30][CH3:31])[CH:25]=1.C(=O)([O-])[O-].[Cs+].[Cs+].C(#N)C. Product: [CH3:31][O:30][C:26]1[CH:25]=[C:24]([CH:29]=[CH:28][CH:27]=1)[CH2:23][N:17]1[C:9]2=[N:8][C:7]([N:1]3[CH2:6][CH2:5][O:4][CH2:3][CH2:2]3)=[CH:12][C:11](=[O:13])[N:10]2[CH2:14][CH2:15][C@H:16]1[C:18]([F:20])([F:21])[F:19]. The catalyst class is: 9. (4) Reactant: [Br:1][C:2]1[C:3]([O:15][CH3:16])=[C:4]([C:10]([CH2:13]Br)=[CH:11][CH:12]=1)[C:5]([O:7]CC)=O.[CH3:17][N:18]1[CH:22]=[C:21]([C:23]2[CH:28]=[CH:27][C:26]([CH2:29][NH2:30])=[CH:25][CH:24]=2)[CH:20]=[N:19]1.C(=O)([O-])[O-].[K+].[K+].O. Product: [Br:1][C:2]1[C:3]([O:15][CH3:16])=[C:4]2[C:10]([CH2:13][N:30]([CH2:29][C:26]3[CH:25]=[CH:24][C:23]([C:21]4[CH:20]=[N:19][N:18]([CH3:17])[CH:22]=4)=[CH:28][CH:27]=3)[C:5]2=[O:7])=[CH:11][CH:12]=1. The catalyst class is: 8. (5) The catalyst class is: 34. Product: [O:17]1[CH2:18][CH2:19][CH:14]([C:12]([N:9]2[CH2:10][CH2:11][C@H:7]([O:6][S:2]([CH3:1])(=[O:4])=[O:3])[CH2:8]2)=[O:13])[CH2:15][CH2:16]1. Reactant: [CH3:1][S:2](Cl)(=[O:4])=[O:3].[OH:6][C@H:7]1[CH2:11][CH2:10][N:9]([C:12]([CH:14]2[CH2:19][CH2:18][O:17][CH2:16][CH2:15]2)=[O:13])[CH2:8]1.CCN(CC)CC. (6) Reactant: [C:1]([O:5][C:6](=[O:18])[NH:7][C@@H:8]([CH2:11][C:12]1[CH:17]=[CH:16][CH:15]=[CH:14][CH:13]=1)[CH:9]=[O:10])([CH3:4])([CH3:3])[CH3:2].CC(C)(O)[C:21]#[N:22].C(N(CC)CC)C.O. Product: [C:1]([O:5][C:6](=[O:18])[NH:7][C@@H:8]([CH2:11][C:12]1[CH:17]=[CH:16][CH:15]=[CH:14][CH:13]=1)[CH:9]([C:21]#[N:22])[OH:10])([CH3:4])([CH3:2])[CH3:3]. The catalyst class is: 2. (7) Reactant: C(OC[N:9]1[C:13]2[N:14]=[N:15][CH:16]=[C:17]([C:18]3[CH:19]=[N:20][N:21]([CH:23]([CH:27]4[CH2:32][CH2:31][CH2:30][CH2:29][CH2:28]4)[CH2:24][C:25]#[N:26])[CH:22]=3)[C:12]=2[CH:11]=[CH:10]1)(=O)C(C)(C)C.[OH-].[Na+]. Product: [N:14]1[C:13]2[NH:9][CH:10]=[CH:11][C:12]=2[C:17]([C:18]2[CH:19]=[N:20][N:21]([CH:23]([CH:27]3[CH2:32][CH2:31][CH2:30][CH2:29][CH2:28]3)[CH2:24][C:25]#[N:26])[CH:22]=2)=[CH:16][N:15]=1. The catalyst class is: 5. (8) Reactant: [C:1]([C:4]1[C:13]2[O:12][CH2:11][C:10](=[O:14])[NH:9][C:8]=2[CH:7]=[C:6]([CH2:15][C:16]2[CH:21]=[CH:20][CH:19]=[CH:18][CH:17]=2)[CH:5]=1)(=[O:3])[CH3:2].[CH3:22][C:23]1[CH:28]=[CH:27][N:26]=[C:25]([C:29](OC)=[O:30])[CH:24]=1.[O-]CC.[Na+].Cl. Product: [CH2:15]([C:6]1[CH:5]=[C:4]([C:1](=[O:3])[CH2:2][C:29]([C:25]2[CH:24]=[C:23]([CH3:22])[CH:28]=[CH:27][N:26]=2)=[O:30])[C:13]2[O:12][CH2:11][C:10](=[O:14])[NH:9][C:8]=2[CH:7]=1)[C:16]1[CH:21]=[CH:20][CH:19]=[CH:18][CH:17]=1. The catalyst class is: 20.